Dataset: Catalyst prediction with 721,799 reactions and 888 catalyst types from USPTO. Task: Predict which catalyst facilitates the given reaction. Product: [CH3:35][N:26]([C:22]1[CH:21]=[C:20]([C:9]2[CH:10]=[CH:11][C:12]([CH2:14][CH2:15][C:16]([O:18][CH3:19])=[O:17])=[CH:13][C:8]=2[O:7][CH2:2][CH2:3][CH2:4][CH2:5][CH3:6])[CH:25]=[CH:24][CH:23]=1)[C:27]([NH:29][CH2:30][CH2:31][CH2:32][CH2:33][CH3:34])=[O:28]. The catalyst class is: 311. Reactant: I[CH2:2][CH2:3][CH2:4][CH2:5][CH3:6].[OH:7][C:8]1[CH:13]=[C:12]([CH2:14][CH2:15][C:16]([O:18][CH3:19])=[O:17])[CH:11]=[CH:10][C:9]=1[C:20]1[CH:25]=[CH:24][CH:23]=[C:22]([N:26]([CH3:35])[C:27]([NH:29][CH2:30][CH2:31][CH2:32][CH2:33][CH3:34])=[O:28])[CH:21]=1.C(=O)([O-])[O-].[K+].[K+].